From a dataset of Experimentally validated miRNA-target interactions with 360,000+ pairs, plus equal number of negative samples. Binary Classification. Given a miRNA mature sequence and a target amino acid sequence, predict their likelihood of interaction. (1) The miRNA is hsa-miR-296-3p with sequence GAGGGUUGGGUGGAGGCUCUCC. The protein sequence of the target gene is MHPDLSPHLHTEECNVLINLLKECHKNHNILKFFGYCNDVDRELRKCLKNEYVENRTKSREHGIAMRKKLFNPPEESEK. Result: 0 (no interaction). (2) The miRNA is dre-miR-196b with sequence UAGGUAGUUUCAAGUUGUUGGG. The protein sequence of the target gene is MNNGGKAEKENTPSEANLQEEEVRTLFVSGLPLDIKPRELYLLFRPFKGYEGSLIKLTSKQPVGFVSFDSRSEAEAAKNALNGIRFDPEIPQTLRLEFAKANTKMAKNKLVGTPNPSTPLPNTVPQFIAREPYELTVPALYPSSPEVWAPYPLYPAELAPALPPPAFTYPASLHAQMRWLPPSEATSQGWKSRQFC. Result: 0 (no interaction). (3) The miRNA is mmu-miR-669b-5p with sequence AGUUUUGUGUGCAUGUGCAUGU. The protein sequence of the target gene is MSDDKPFLCTAPGCGQRFTNEDHLAVHKHKHEMTLKFGPARNDSVIVADQTPTPTRFLKNCEEVGLFNELASPFENEFKKASEDDIKKMPLDLSPLATPIIRNKIEEPSVVETTHQDSPLPHPESTTNDEKEVSLQQTAQPTSTIVRPASLQVPNVLLTSSDSSVIIQQAIPSPTSSTVITQAPSSNRPIVPVPGPFPLLLHLPNGQTMPVAIPASITNSNVHVPAAVPLVRPVTMVPSIPGIPGPSSPQPVQSEAKLRLKAALTQQHPQVTNGDTAKGHPSGLVRTQSEEPRPQSLQQP.... Result: 0 (no interaction). (4) The miRNA is hsa-miR-296-3p with sequence GAGGGUUGGGUGGAGGCUCUCC. The protein sequence of the target gene is MVRRFLVTLRIRRACGPPRVRVFVVHIPRLTGEWAAPGAPAAVALVLMLLRSQRLGQQPLPRRPGHDDGQRPSGGAAAAPRRGAQLRRPRHSHPTRARRCPGGLPGHAGGAAPGRGAAGRARCLGPSARGPG. Result: 1 (interaction). (5) Result: 0 (no interaction). The protein sequence of the target gene is MGIAESTPDELPSDAEEQLRSGDQQLELSGRRLRRLPSAVCALSRLQKLYVSGTGLRELPEEIEELRELRILALDFNKLERLPDGLCRLPRLTRLYLGGNRLLALPADFAQLQSLRCLWIEGNFLRRFPRPLLRLVALQSLQMGDNRLRALPAELPRMTGLRGLWLYGNRFEEFPPALLRMGRLHILDLDRNRLGGFPDLHPLRALRVFSYDHNPVTGPPRVADTVFLVGEGAVERMAERDEPTPRPPPRRPARAFEDEEEEDLLIGGAGSRALGAPGGSFRALEAAPGLGT. The miRNA is hsa-miR-548az-5p with sequence CAAAAGUGAUUGUGGUUUUUGC. (6) The miRNA is hsa-miR-433-5p with sequence UACGGUGAGCCUGUCAUUAUUC. The protein sequence of the target gene is MPGPTPSGTNVGSSGRSPSKAVAARAAGSTVRQRKNASCGTRSAGRTTSAGTGGMWRFYTEDSPGLKVGPVPVLVMSLLFIAAVFMLHIWGKYTRS. Result: 0 (no interaction). (7) The miRNA is mmu-miR-450b-3p with sequence AUUGGGAACAUUUUGCAUGCAU. The protein sequence of the target gene is MRQHRQFMDRTHYLLTFSSSETLLRLLLRIVDRAPKGRTFGDVLQPAKPEYRVGEVAEVIFVGANPKNSVQNQTHQTFLTVEKYEATSTSWQIVCNDASWETRFYWHKGLLGLSNATVEWHIPDTAQPGIYRIRYFGHNRKQDILKPAVILSFEGTSPAFEVVTI. Result: 0 (no interaction).